From a dataset of Experimentally validated miRNA-target interactions with 360,000+ pairs, plus equal number of negative samples. Binary Classification. Given a miRNA mature sequence and a target amino acid sequence, predict their likelihood of interaction. (1) The miRNA is hsa-miR-5011-5p with sequence UAUAUAUACAGCCAUGCACUC. The protein sequence of the target gene is MAFPHRPDAPELPDFSMLKRLARDQLIYLLEQLPGKKDLFIEADLMSPLDRIANVSILKQHEVDKLYKVENKPALSSNEQLCFLVRPRIKNMRYIASLVNADKLAGRTRKYKVIFSPQKFYACEMVLEEEGIYGDVSCDEWAFSLLPLDVDLLSMELPEFFRDYFLEGDQRWINTVAQALHLLSTLYGPFPNCYGIGRCAKMAYELWRNLEEEEDGETKGRRPEIGHIFLLDRDVDFVTALCSQVVYEGLVDDTFRIKCGSVDFGPEVTSSDKSLKVLLNAEDKVFNEIRNEHFSNVFGF.... Result: 0 (no interaction). (2) The miRNA is mmu-miR-669f-5p with sequence AGUUGUGUGUGCAUGUGCAUGUGU. The protein sequence of the target gene is MAAAELTAPAQGIVTFEDVAVYFSWKEWGLLDEAQKCLYHDVMLENLTLTTSLGGSGAGDEEAPYQQSTSPQRVSQVRIPKALPSPQKTNPCEICGPVLRQILHLVEHQGTHHGQKLYTDGACRKQLQFTAYLHQHQKQHVGQKHFRSNGGRDMFLSSCTFEVSGKPFTCKEVGKDFLVRSRFLQQQAAHTRKKSNRTKSAVAFHSVKNHYNWGECVKAFSYKHVRVQHQGDLIRERSYMCSECGKSFSTSCSLSDHLRVHTSEKPYTCGECGKSYRQSSSLITHRRIHTGVRPHQCDEC.... Result: 0 (no interaction). (3) The miRNA is hsa-miR-335-3p with sequence UUUUUCAUUAUUGCUCCUGACC. Result: 0 (no interaction). The protein sequence of the target gene is MGNFRGHALPGTFFFIIGLWWCTKSILKYICKKQKRTCYLGSKTLFYRLEILEGITIVGMALTGMAGEQFIPGGPHLMLYDYKQGHWNQLLGWHHFTMYFFFGLLGVADILCFTISSLPVSLTKLMLSNALFVEAFIFYNHTHGREMLDIFVHQLLVLVVFLTGLVAFLEFLVRNNVLLELLRSSLILLQGSWFFQIGFVLYPPSGGPAWDLMDHENILFLTICFCWHYAVTIVIVGMNYAFITWLVKSRLKRLCSSEVGLLKNAEREQESEEEM. (4) The miRNA is hsa-miR-3165 with sequence AGGUGGAUGCAAUGUGACCUCA. The protein sequence of the target gene is MLRSTGFFRAIDCPYWSGAPGGPCRRPYCHFRHRGARGSGAPGDGGEAPPAAGLGYDPYNPELPKPPAQRENGTLGLGEEPRPDVLELELVNQAIEAVRSEVELEQRRYRELLETTREHRSAEAPALAPRGPNASPTVGPDEDAFPLAFDYSPGSHGLLSPDAGYQPTPLAAPAEPGSKYSLASLDRGQGRGGGGGGALEYVPKAVSQPRRHSRPVPSGKYVVDNSRPPTDLEYDPLSNYSARHLSRASSRDERAAKRPRGSRGSEPYTPAPKKLCDPFGSCDARFSDSEDEAATVPGNE.... Result: 1 (interaction). (5) The miRNA is hsa-miR-3937 with sequence ACAGGCGGCUGUAGCAAUGGGGG. The protein sequence of the target gene is MTLTKGSFTYSSGEEYRGEWKEGRRHGFGQLVFADGGTYLGHFENGLFNGFGVLTFSDGSRYEGEFSQGKFNGVGVFIRYDNMTFEGEFKNGRVDGFGLLTFPDGSHGIPRNEGLFENNKLLRREKCSAVVQRAQSASKSARNLTA. Result: 0 (no interaction). (6) The miRNA is hsa-miR-18b-5p with sequence UAAGGUGCAUCUAGUGCAGUUAG. The protein sequence of the target gene is MLSVRVAAAVARALPRRAGLVSKNALGSSFVGARNLHASNTRLQKTGTAEMSSILEERILGADTSVDLEETGRVLSIGDGIARVHGLRNVQAEEMVEFSSGLKGMSLNLEPDNVGVVVFGNDKLIKEGDVVKRTGAIVDVPVGEELLGRVVDALGNAIDGKGPIGSKTRRRVGLKAPGIIPRISVREPMQTGIKAVDSLVPIGRGQRELIIGDRQTGKTSIAIDTIINQKRFNDGTDEKKKLYCIYVAIGQKRSTVAQLVKRLTDADAMKYTIVVSATASDAAPLQYLAPYSGCSMGEYF.... Result: 0 (no interaction). (7) The miRNA is mmu-miR-7234-5p with sequence UUGUUUUCUCCAAAGACGUUUCU. The protein sequence of the target gene is MPELAKSAPAPKKGSKKAVTKAQKKDGKKRKRSRKESYSIYVYKVLKQVHPDTGISSKAMGIMNSFVNDIFERIANEASRLAHYNKRSTITSREIQTSVRLLLPGELAKHAVSEGTKAVTKYTSAK. Result: 0 (no interaction).